This data is from Full USPTO retrosynthesis dataset with 1.9M reactions from patents (1976-2016). The task is: Predict the reactants needed to synthesize the given product. (1) Given the product [NH2:10][CH:8]([C:6]1[C:5]([O:18][CH3:19])=[C:4]([CH:20]2[CH2:21][NH:22][C:23](=[O:25])[CH2:24]2)[C:3]([CH3:26])=[C:2]([Cl:1])[CH:7]=1)[CH3:9], predict the reactants needed to synthesize it. The reactants are: [Cl:1][C:2]1[C:3]([CH3:26])=[C:4]([CH:20]2[CH2:24][C:23](=[O:25])[NH:22][CH2:21]2)[C:5]([O:18][CH3:19])=[C:6]([CH:8]([NH:10]C(=O)OC(C)(C)C)[CH3:9])[CH:7]=1.FC(F)(F)C(O)=O. (2) Given the product [CH3:6][C:7]1[CH:12]=[CH:11][C:10]([B:20]([OH:21])[OH:19])=[CH:9][C:8]=1[C:14]([F:17])([F:16])[F:15], predict the reactants needed to synthesize it. The reactants are: C([Li])CCC.[CH3:6][C:7]1[CH:12]=[CH:11][C:10](Br)=[CH:9][C:8]=1[C:14]([F:17])([F:16])[F:15].C[O:19][B:20](C)[O:21]C.Cl.